From a dataset of Serine/threonine kinase 33 screen with 319,792 compounds. Binary Classification. Given a drug SMILES string, predict its activity (active/inactive) in a high-throughput screening assay against a specified biological target. (1) The drug is OC(CN1CCN(CC1)c1ncccn1)COc1ccccc1. The result is 0 (inactive). (2) The molecule is O=C(Nc1c(c(n2nnnc2)ccc1)C)c1nc2n(c1)cccc2. The result is 0 (inactive). (3) The molecule is Clc1c(NS(=O)(=O)c2c(ccc(NC(=S)NC(=O)c3ccc(F)cc3)c2)C)cccc1. The result is 0 (inactive). (4) The drug is O=C1N(c2c(ccc(c2)C)C)C(=O)c2c1cc(cc2)C(=O)Nc1ncc(cc1)C. The result is 0 (inactive). (5) The drug is O=C(Nc1c(cccc1)C)Cc1c2c(n(c1)C)cccc2. The result is 0 (inactive). (6) The drug is Clc1cc(NC(=O)Nc2cc(OC)ccc2)c(cc1)C. The result is 0 (inactive). (7) The compound is S1C(N(CC(=O)N2CCc3c2cccc3)c2ccc(cc2)C)=NC(=O)C1. The result is 0 (inactive). (8) The drug is Fc1cc2c(c(oc2cc1)C(=O)N1CCN(CC1)c1c(OC)cccc1)C. The result is 0 (inactive).